From a dataset of Full USPTO retrosynthesis dataset with 1.9M reactions from patents (1976-2016). Predict the reactants needed to synthesize the given product. (1) Given the product [Cl:3][C:4]1[CH:5]=[C:6]2[C:10](=[CH:11][CH:12]=1)[NH:9][CH:8]=[C:7]2[C:17]1[CH2:18][CH2:19][NH:14][CH2:15][CH:16]=1, predict the reactants needed to synthesize it. The reactants are: [OH-].[K+].[Cl:3][C:4]1[CH:5]=[C:6]2[C:10](=[CH:11][CH:12]=1)[NH:9][CH:8]=[CH:7]2.Cl.[NH:14]1[CH2:19][CH2:18][C:17](=O)[CH2:16][CH2:15]1.O. (2) Given the product [Br:1][C:2]1[C:10]2[C:5](=[C:6]3[CH:13]=[CH:12][N:11]([CH2:14][O:15][CH2:16][CH2:17][Si:18]([CH3:21])([CH3:20])[CH3:19])[C:7]3=[N:8][CH:9]=2)[N:4]([CH:22]2[CH:27]([CH3:28])[CH2:26][CH2:25][N:24]([C:35]([O:37][CH2:38][C:39]3[CH:44]=[CH:43][CH:42]=[CH:41][CH:40]=3)=[O:36])[CH2:23]2)[CH:3]=1, predict the reactants needed to synthesize it. The reactants are: [Br:1][C:2]1[C:10]2[C:5](=[C:6]3[CH:13]=[CH:12][N:11]([CH2:14][O:15][CH2:16][CH2:17][Si:18]([CH3:21])([CH3:20])[CH3:19])[C:7]3=[N:8][CH:9]=2)[N:4]([C@@H:22]2[C@H:27]([CH3:28])[CH2:26][CH2:25][NH:24][CH2:23]2)[CH:3]=1.C(=O)([O-])O.[Na+].Cl[C:35]([O:37][CH2:38][C:39]1[CH:44]=[CH:43][CH:42]=[CH:41][CH:40]=1)=[O:36].